Dataset: Forward reaction prediction with 1.9M reactions from USPTO patents (1976-2016). Task: Predict the product of the given reaction. (1) Given the reactants CC1(C)C(C)(C)OB([C:9]2[CH:10]=[C:11]3[C:17]([NH:18][C:19]([CH:21]4[CH2:23][CH2:22]4)=[O:20])=[N:16][NH:15][C:12]3=[N:13][CH:14]=2)O1.Br[C:26]1[CH:27]=[N:28][CH:29]=[CH:30][CH:31]=1.C([O-])(=O)C.[K+].[ClH:37], predict the reaction product. The product is: [ClH:37].[N:28]1[CH:29]=[CH:30][CH:31]=[C:26]([C:9]2[CH:10]=[C:11]3[C:17]([NH:18][C:19]([CH:21]4[CH2:22][CH2:23]4)=[O:20])=[N:16][NH:15][C:12]3=[N:13][CH:14]=2)[CH:27]=1. (2) Given the reactants Br[CH:2]([CH:19](Br)[C:20]1[CH:25]=[CH:24][C:23]([C:26]2[CH:31]=[CH:30][C:29]([Cl:32])=[CH:28][CH:27]=2)=[CH:22][CH:21]=1)[C:3]([NH:5][C:6]1[CH:11]=[CH:10][C:9]([CH2:12][N:13]2[CH2:18][CH2:17][CH2:16][CH2:15][CH2:14]2)=[CH:8][CH:7]=1)=[O:4].ClCCl.CO.N, predict the reaction product. The product is: [N:13]1([CH2:12][C:9]2[CH:8]=[CH:7][C:6]([NH:5][C:3](=[O:4])[C:2]#[C:19][C:20]3[CH:25]=[CH:24][C:23]([C:26]4[CH:31]=[CH:30][C:29]([Cl:32])=[CH:28][CH:27]=4)=[CH:22][CH:21]=3)=[CH:11][CH:10]=2)[CH2:18][CH2:17][CH2:16][CH2:15][CH2:14]1. (3) The product is: [C:9]([C:3]1[CH:4]=[C:5]([Cl:8])[CH:6]=[CH:7][C:2]=1[NH:1][S:24]([C:20]1[CH:21]=[CH:22][CH:23]=[C:18]([F:17])[CH:19]=1)(=[O:26])=[O:25])(=[O:10])[C:11]1[CH:12]=[CH:13][CH:14]=[CH:15][CH:16]=1. Given the reactants [NH2:1][C:2]1[CH:7]=[CH:6][C:5]([Cl:8])=[CH:4][C:3]=1[C:9]([C:11]1[CH:16]=[CH:15][CH:14]=[CH:13][CH:12]=1)=[O:10].[F:17][C:18]1[CH:19]=[C:20]([S:24](Cl)(=[O:26])=[O:25])[CH:21]=[CH:22][CH:23]=1, predict the reaction product. (4) Given the reactants Cl.[CH:2]1([CH2:5][O:6][C:7]2[CH:15]=[CH:14][C:10]3[O:11][CH2:12][O:13][C:9]=3[C:8]=2[C:16]2[C:17]3[NH:24][C:23]([CH3:25])=[C:22]([C:26]([NH:28][C@@H:29]4[CH2:33][CH2:32][NH:31][CH2:30]4)=[O:27])[C:18]=3[N:19]=[CH:20][N:21]=2)[CH2:4][CH2:3]1.C([O:37][C@@H:38]([CH3:42])[C:39](Cl)=[O:40])(=O)C, predict the reaction product. The product is: [CH:2]1([CH2:5][O:6][C:7]2[CH:15]=[CH:14][C:10]3[O:11][CH2:12][O:13][C:9]=3[C:8]=2[C:16]2[C:17]3[NH:24][C:23]([CH3:25])=[C:22]([C:26]([NH:28][C@@H:29]4[CH2:33][CH2:32][N:31]([C:39](=[O:40])[C@@H:38]([OH:37])[CH3:42])[CH2:30]4)=[O:27])[C:18]=3[N:19]=[CH:20][N:21]=2)[CH2:4][CH2:3]1. (5) Given the reactants [CH3:1][O:2][C:3]1[N:11]=[CH:10][CH:9]=[CH:8][C:4]=1[C:5](O)=[O:6].C(Cl)(=O)C([Cl:15])=O, predict the reaction product. The product is: [CH3:1][O:2][C:3]1[N:11]=[CH:10][CH:9]=[CH:8][C:4]=1[C:5]([Cl:15])=[O:6]. (6) Given the reactants [F:1][C:2]1[CH:11]=[C:10]([CH:12]([NH2:14])[CH3:13])[C:9]([C:15]2[CH:20]=[CH:19][CH:18]=[C:17]([F:21])[CH:16]=2)=[C:8]2[C:3]=1[CH:4]=[CH:5][CH:6]=[N:7]2.Cl[C:23]1[N:31]=[CH:30][N:29]=[C:28]2[C:24]=1[NH:25][CH:26]=[N:27]2.[Na], predict the reaction product. The product is: [F:1][C:2]1[CH:11]=[C:10]([CH:12]([NH:14][C:23]2[N:31]=[CH:30][N:29]=[C:28]3[C:24]=2[N:25]=[CH:26][NH:27]3)[CH3:13])[C:9]([C:15]2[CH:20]=[CH:19][CH:18]=[C:17]([F:21])[CH:16]=2)=[C:8]2[C:3]=1[CH:4]=[CH:5][CH:6]=[N:7]2. (7) Given the reactants [F:1][C:2]1([F:22])[CH2:7][CH2:6][CH:5]([CH2:8][NH:9][C:10]([C:12]2[C:20]3[C:15](=[CH:16][CH:17]=[CH:18][C:19]=3[Cl:21])[NH:14][CH:13]=2)=[O:11])[CH2:4][CH2:3]1.[F:23][C:24]1([F:30])[CH2:27][CH:26]([CH2:28]O)[CH2:25]1.C(P(=CC#N)(CCCC)CCCC)CCC, predict the reaction product. The product is: [Cl:21][C:19]1[CH:18]=[CH:17][CH:16]=[C:15]2[C:20]=1[C:12]([C:10]([NH:9][CH2:8][CH:5]1[CH2:6][CH2:7][C:2]([F:1])([F:22])[CH2:3][CH2:4]1)=[O:11])=[CH:13][N:14]2[CH2:28][CH:26]1[CH2:27][C:24]([F:30])([F:23])[CH2:25]1.